This data is from Forward reaction prediction with 1.9M reactions from USPTO patents (1976-2016). The task is: Predict the product of the given reaction. (1) Given the reactants Cl[C:2]1[N:7]=[C:6]([CH:8]([CH:11]2[N:15]([CH2:16][CH3:17])[C:14]3[CH:18]=[CH:19][CH:20]=[CH:21][C:13]=3[NH:12]2)[C:9]#[N:10])[C:5]([CH3:22])=[CH:4][N:3]=1.[CH2:23]([NH2:29])[C:24]1[O:28][CH:27]=[CH:26][CH:25]=1, predict the reaction product. The product is: [CH2:16]([N:15]1[C:14]2[CH:18]=[CH:19][CH:20]=[CH:21][C:13]=2[N:12]=[C:11]1[CH:8]([C:6]1[C:5]([CH3:22])=[CH:4][N:3]=[C:2]([NH:29][CH2:23][C:24]2[O:28][CH:27]=[CH:26][CH:25]=2)[N:7]=1)[C:9]#[N:10])[CH3:17]. (2) Given the reactants [CH2:1]([CH:4]1[N:10]2[C:11](=[O:14])[O:12][N:13]=[C:9]2[CH2:8][CH2:7][CH2:6][CH2:5]1)[CH:2]=[CH2:3].[CH3:15][CH2:16][O:17][C:18](/[C:20](/Cl)=[N:21]\[OH:22])=[O:19], predict the reaction product. The product is: [O:14]=[C:11]1[N:10]2[CH:4]([CH2:1][CH:2]3[O:22][N:21]=[C:20]([C:18]([O:17][CH2:16][CH3:15])=[O:19])[CH2:3]3)[CH2:5][CH2:6][CH2:7][CH2:8][C:9]2=[N:13][O:12]1. (3) The product is: [NH2:21][C:7]1[CH:8]=[C:9]2[C:4](=[CH:5][CH:6]=1)[N:3]=[C:2]([CH3:1])[N:11]([CH:12]1[CH2:17][CH2:16][C:15](=[O:18])[NH:14][C:13]1=[O:19])[C:10]2=[O:20]. Given the reactants [CH3:1][C:2]1[N:11]([CH:12]2[CH2:17][CH2:16][C:15](=[O:18])[NH:14][C:13]2=[O:19])[C:10](=[O:20])[C:9]2[C:4](=[CH:5][CH:6]=[C:7]([N+:21]([O-])=O)[CH:8]=2)[N:3]=1.CC#N.O, predict the reaction product.